This data is from Forward reaction prediction with 1.9M reactions from USPTO patents (1976-2016). The task is: Predict the product of the given reaction. (1) Given the reactants N.O1CCOCC1.[Br:8][C:9]1[CH:10]=[C:11]2[C:15](=[C:16]([C:18](O)=[O:19])[CH:17]=1)[NH:14][CH:13]=[C:12]2[CH:21]1[CH2:26][CH2:25][S:24](=[O:28])(=[O:27])[CH2:23][CH2:22]1.C1C=CC2N(O)N=[N:35]C=2C=1.CCN=C=NCCCN(C)C.Cl, predict the reaction product. The product is: [Br:8][C:9]1[CH:10]=[C:11]2[C:15](=[C:16]([C:18]([NH2:35])=[O:19])[CH:17]=1)[NH:14][CH:13]=[C:12]2[CH:21]1[CH2:26][CH2:25][S:24](=[O:28])(=[O:27])[CH2:23][CH2:22]1. (2) Given the reactants [CH2:1]([O:8][N:9]1[C:15](=[O:16])[N:14]2[CH2:17][C@H:10]1[CH2:11][CH2:12][C@H:13]2[CH2:18][OH:19])[C:2]1[CH:7]=[CH:6][CH:5]=[CH:4][CH:3]=1.ClN1C(=O)N(Cl)C(=O)N(Cl)C1=O, predict the reaction product. The product is: [CH2:1]([O:8][N:9]1[C:15](=[O:16])[N:14]2[CH2:17][C@H:10]1[CH2:11][CH2:12][C@H:13]2[CH:18]=[O:19])[C:2]1[CH:3]=[CH:4][CH:5]=[CH:6][CH:7]=1. (3) Given the reactants Cl[C:2]1[N:7]=[C:6]([NH:8][CH2:9][C:10]2[CH:15]=[CH:14][C:13]([O:16][CH3:17])=[C:12]([Cl:18])[CH:11]=2)[C:5]([C:19]([C:21]2[CH:26]=[CH:25][CH:24]=[CH:23][N:22]=2)=[O:20])=[CH:4][N:3]=1.[N:27]1[CH:32]=[CH:31][CH:30]=[CH:29][C:28]=1[CH2:33][OH:34].O1CCCC1, predict the reaction product. The product is: [N:27]1[CH:32]=[CH:31][CH:30]=[CH:29][C:28]=1[CH2:33][O:34][C:2]1[N:7]=[C:6]([NH:8][CH2:9][C:10]2[CH:15]=[CH:14][C:13]([O:16][CH3:17])=[C:12]([Cl:18])[CH:11]=2)[C:5]([C:19]([C:21]2[CH:26]=[CH:25][CH:24]=[CH:23][N:22]=2)=[O:20])=[CH:4][N:3]=1. (4) Given the reactants [Br:1][C:2]1[CH:14]=[C:13]2[C:5]([C:6]3[C:7](=[O:30])[C:8]4[CH:20]=[C:19]([O:21][CH2:22][C@H:23]5[CH2:27][O:26]C(C)(C)[O:24]5)[CH:18]=[CH:17][C:9]=4[C:10]([CH3:16])([CH3:15])[C:11]=3[NH:12]2)=[CH:4][CH:3]=1, predict the reaction product. The product is: [Br:1][C:2]1[CH:14]=[C:13]2[C:5]([C:6]3[C:7](=[O:30])[C:8]4[CH:20]=[C:19]([O:21][CH2:22][C@H:23]([OH:24])[CH2:27][OH:26])[CH:18]=[CH:17][C:9]=4[C:10]([CH3:16])([CH3:15])[C:11]=3[NH:12]2)=[CH:4][CH:3]=1. (5) Given the reactants [OH:1][C:2]1[CH:7]=[CH:6][C:5]([CH3:8])=[CH:4][C:3]=1[C:9]([C:11]1[CH:16]=[CH:15][CH:14]=[CH:13][CH:12]=1)=[O:10].[CH3:17][O:18][C:19](=[O:39])[CH2:20][CH2:21][C:22]1[CH:27]=[CH:26][C:25]([O:28][CH2:29][CH2:30][C@@H:31](OS(C)(=O)=O)[CH3:32])=[CH:24][C:23]=1[CH3:38].C([O-])([O-])=O.[Cs+].[Cs+].Cl, predict the reaction product. The product is: [CH3:17][O:18][C:19](=[O:39])[CH2:20][CH2:21][C:22]1[CH:27]=[CH:26][C:25]([O:28][CH2:29][CH2:30][C@H:31]([O:1][C:2]2[CH:7]=[CH:6][C:5]([CH3:8])=[CH:4][C:3]=2[C:9](=[O:10])[C:11]2[CH:12]=[CH:13][CH:14]=[CH:15][CH:16]=2)[CH3:32])=[CH:24][C:23]=1[CH3:38]. (6) Given the reactants [NH2:1][C:2]1[C:9]([Cl:10])=[CH:8][C:5]([C:6]#[N:7])=[CH:4][N:3]=1.[ClH:11], predict the reaction product. The product is: [ClH:10].[ClH:11].[NH2:7][CH2:6][C:5]1[CH:8]=[C:9]([Cl:10])[C:2]([NH2:1])=[N:3][CH:4]=1. (7) Given the reactants [NH2:1][CH2:2][C@@H:3]1[C@H:8]([CH3:9])[CH2:7][CH2:6][CH2:5][N:4]1[C:10]([C:12]1[CH:17]=[C:16]([CH3:18])[CH:15]=[CH:14][C:13]=1[C:19]1[N:24]=[CH:23][CH:22]=[CH:21][N:20]=1)=[O:11].Cl[C:26]1[N:27]=[N:28][C:29]([C:32]([F:35])([F:34])[F:33])=[CH:30][CH:31]=1, predict the reaction product. The product is: [CH3:9][C@@H:8]1[CH2:7][CH2:6][CH2:5][N:4]([C:10]([C:12]2[CH:17]=[C:16]([CH3:18])[CH:15]=[CH:14][C:13]=2[C:19]2[N:20]=[CH:21][CH:22]=[CH:23][N:24]=2)=[O:11])[C@@H:3]1[CH2:2][NH:1][C:26]1[N:27]=[N:28][C:29]([C:32]([F:35])([F:34])[F:33])=[CH:30][CH:31]=1. (8) Given the reactants [CH:1]1([NH:6][C:7]2[C:12](/[CH:13]=[CH:14]/[S:15]([C:18]3[CH:23]=[CH:22][C:21]([O:24][CH3:25])=[CH:20][CH:19]=3)(=[O:17])=[O:16])=[CH:11][N:10]=[C:9](S(C)=O)[N:8]=2)[CH2:5][CH2:4][CH2:3][CH2:2]1.[NH:29]1[CH2:34][CH2:33][O:32][CH2:31][CH2:30]1, predict the reaction product. The product is: [CH:1]1([NH:6][C:7]2[C:12](/[CH:13]=[CH:14]/[S:15]([C:18]3[CH:23]=[CH:22][C:21]([O:24][CH3:25])=[CH:20][CH:19]=3)(=[O:17])=[O:16])=[CH:11][N:10]=[C:9]([N:29]3[CH2:34][CH2:33][O:32][CH2:31][CH2:30]3)[N:8]=2)[CH2:5][CH2:4][CH2:3][CH2:2]1. (9) Given the reactants [CH3:1][C:2]1[CH:3]=[C:4]([OH:9])[C:5]([OH:8])=[CH:6][CH:7]=1.C(=O)([O-])[O-].[K+].[K+].Br[CH2:17][CH2:18]Br, predict the reaction product. The product is: [CH3:1][C:2]1[CH:7]=[CH:6][C:5]2[O:8][CH2:17][CH2:18][O:9][C:4]=2[CH:3]=1. (10) Given the reactants [Br:1][C:2]1[N:3]=[C:4]([CH:12]2[CH2:15][CH2:14][CH2:13]2)[N:5]2[CH:10]=[CH:9][N:8]=[C:7](Cl)[C:6]=12.[NH3:16].O, predict the reaction product. The product is: [Br:1][C:2]1[N:3]=[C:4]([CH:12]2[CH2:15][CH2:14][CH2:13]2)[N:5]2[CH:10]=[CH:9][N:8]=[C:7]([NH2:16])[C:6]=12.